From a dataset of Full USPTO retrosynthesis dataset with 1.9M reactions from patents (1976-2016). Predict the reactants needed to synthesize the given product. (1) Given the product [Cl:1][C:2]1[C:3]([O:19][CH2:26][CH3:27])=[C:4]2[C:9](=[CH:10][CH:11]=1)[O:8][CH:7]([C:12]([F:15])([F:13])[F:14])[C:6]([C:16]([O:18][CH2:29][CH3:30])=[O:17])=[CH:5]2, predict the reactants needed to synthesize it. The reactants are: [Cl:1][C:2]1[C:3]([OH:19])=[C:4]2[C:9](=[CH:10][CH:11]=1)[O:8][CH:7]([C:12]([F:15])([F:14])[F:13])[C:6]([C:16]([OH:18])=[O:17])=[CH:5]2.C(=O)([O-])[O-].[Cs+].[Cs+].[CH2:26](Br)[CH3:27].[C:29](OCC)(=O)[CH3:30]. (2) Given the product [Cl:14][C:8]1[C:7]2[C:11](=[CH:12][CH:13]=[C:5]([C:3]([N:24]3[CH2:25][CH2:26][N:21]([CH:19]([CH3:20])[CH3:18])[CH2:22][CH2:23]3)=[O:4])[CH:6]=2)[NH:10][CH:9]=1, predict the reactants needed to synthesize it. The reactants are: CO[C:3]([C:5]1[CH:6]=[C:7]2[C:11](=[CH:12][CH:13]=1)[NH:10][CH:9]=[C:8]2[Cl:14])=[O:4].O[Li].O.[CH3:18][CH:19]([N:21]1[CH2:26][CH2:25][NH:24][CH2:23][CH2:22]1)[CH3:20].CN(C(ON1N=NC2C=CC=CC1=2)=[N+](C)C)C.[B-](F)(F)(F)F.CCN(CC)CC.C([O-])(O)=O.[Na+]. (3) Given the product [CH2:1]([O:8][C:9]1[C:10]([O:32][CH2:33][CH3:34])=[CH:11][CH:12]=[C:13]2[C:18]=1[CH:17]=[N:16][CH:15]=[C:14]2[C:19]([C:20]1[CH:21]=[C:22]([O:30][CH3:31])[C:23]([O:28][CH3:29])=[C:24]([O:26][CH3:27])[CH:25]=1)=[O:35])[C:2]1[CH:7]=[CH:6][CH:5]=[CH:4][CH:3]=1, predict the reactants needed to synthesize it. The reactants are: [CH2:1]([O:8][C:9]1[C:10]([O:32][CH2:33][CH3:34])=[CH:11][CH:12]=[C:13]2[C:18]=1[CH:17]=[N:16][CH:15]=[C:14]2[CH2:19][C:20]1[CH:25]=[C:24]([O:26][CH3:27])[C:23]([O:28][CH3:29])=[C:22]([O:30][CH3:31])[CH:21]=1)[C:2]1[CH:7]=[CH:6][CH:5]=[CH:4][CH:3]=1.[OH:35]N1C(=O)C2=CC=CC=C2C1=O.[O-]Cl=O.[Na+].O. (4) Given the product [CH2:14]([O:21][C:22]1[CH:27]=[C:26]([N:11]2[CH2:10][CH2:9][N:8]([C:1]([O:3][C:4]([CH3:7])([CH3:6])[CH3:5])=[O:2])[CH2:13][CH2:12]2)[CH:25]=[N:24][CH:23]=1)[C:15]1[CH:16]=[CH:17][CH:18]=[CH:19][CH:20]=1, predict the reactants needed to synthesize it. The reactants are: [C:1]([N:8]1[CH2:13][CH2:12][NH:11][CH2:10][CH2:9]1)([O:3][C:4]([CH3:7])([CH3:6])[CH3:5])=[O:2].[CH2:14]([O:21][C:22]1[CH:23]=[N:24][CH:25]=[C:26](Br)[CH:27]=1)[C:15]1[CH:20]=[CH:19][CH:18]=[CH:17][CH:16]=1.C1C=CC(P(C2C=CC3C(=CC=CC=3)C=2C2C3C(=CC=CC=3)C=CC=2P(C2C=CC=CC=2)C2C=CC=CC=2)C2C=CC=CC=2)=CC=1. (5) The reactants are: C([O:3][CH2:4][CH2:5][CH2:6][N:7]1[C:12](=[O:13])[C:11]2[C:14]([CH2:30][CH2:31][CH:32]([CH3:34])[CH3:33])=[C:15]([O:18][C:19]3[CH:24]=[CH:23][CH:22]=[C:21]([O:25][C:26]([F:29])([F:28])[F:27])[CH:20]=3)[CH:16]=[N:17][C:10]=2[N:9]([CH3:35])[C:8]1=[O:36])=O.O[Li].O. Given the product [OH:3][CH2:4][CH2:5][CH2:6][N:7]1[C:12](=[O:13])[C:11]2[C:14]([CH2:30][CH2:31][CH:32]([CH3:34])[CH3:33])=[C:15]([O:18][C:19]3[CH:24]=[CH:23][CH:22]=[C:21]([O:25][C:26]([F:29])([F:28])[F:27])[CH:20]=3)[CH:16]=[N:17][C:10]=2[N:9]([CH3:35])[C:8]1=[O:36], predict the reactants needed to synthesize it. (6) Given the product [F:29][C:2]1([F:1])[CH2:7][CH2:6][N:5]([C:8]([C:10]2[N:11]([C:35]3[CH:36]=[CH:37][C:32]([C:30]#[N:31])=[CH:33][CH:34]=3)[C:12]3[C:17]([CH:18]=2)=[CH:16][C:15]([O:19][CH:20]2[CH2:25][CH2:24][N:23]([CH:26]([CH3:27])[CH3:28])[CH2:22][CH2:21]2)=[CH:14][CH:13]=3)=[O:9])[CH2:4][CH2:3]1, predict the reactants needed to synthesize it. The reactants are: [F:1][C:2]1([F:29])[CH2:7][CH2:6][N:5]([C:8]([C:10]2[NH:11][C:12]3[C:17]([CH:18]=2)=[CH:16][C:15]([O:19][CH:20]2[CH2:25][CH2:24][N:23]([CH:26]([CH3:28])[CH3:27])[CH2:22][CH2:21]2)=[CH:14][CH:13]=3)=[O:9])[CH2:4][CH2:3]1.[C:30]([C:32]1[CH:37]=[CH:36][C:35](B(O)O)=[CH:34][CH:33]=1)#[N:31]. (7) The reactants are: [Br:1][C:2]1[C:11]2[C:6](=[N:7][CH:8]=C(C)[N:10]=2)[CH:5]=[N:4][CH:3]=1.[Se](=O)=O.CC(=CC)C.Cl([O-])=O.[Na+].P([O-])(O)(O)=[O:26].[Na+].[O:31]1[CH2:36][CH2:35]OCC1. Given the product [Br:1][C:2]1[C:11]2[C:6](=[N:7][CH:8]=[C:35]([C:36]([OH:31])=[O:26])[N:10]=2)[CH:5]=[N:4][CH:3]=1, predict the reactants needed to synthesize it. (8) The reactants are: C(=O)([O-])[O-].[K+].[K+].[C:7]([O:11][C:12](=[O:20])[C:13]1[CH:18]=[CH:17][C:16]([OH:19])=[CH:15][CH:14]=1)([CH3:10])([CH3:9])[CH3:8].C1OCCOCCOCCOCCOCCOC1.[CH2:39]([O:41][C:42]([C:44]1[C:45]2[S:53][CH:52]=[C:51]([CH2:54]Br)[C:46]=2[C:47]([Cl:50])=[N:48][CH:49]=1)=[O:43])[CH3:40]. Given the product [CH2:39]([O:41][C:42]([C:44]1[C:45]2[S:53][CH:52]=[C:51]([CH2:54][O:19][C:16]3[CH:15]=[CH:14][C:13]([C:12]([O:11][C:7]([CH3:10])([CH3:8])[CH3:9])=[O:20])=[CH:18][CH:17]=3)[C:46]=2[C:47]([Cl:50])=[N:48][CH:49]=1)=[O:43])[CH3:40], predict the reactants needed to synthesize it.